Dataset: Full USPTO retrosynthesis dataset with 1.9M reactions from patents (1976-2016). Task: Predict the reactants needed to synthesize the given product. (1) The reactants are: [CH2:1]([O:3][C:4]([N:6]1[CH2:11][CH2:10][N:9]([C:12](=[O:44])[C@@H:13]([NH:26]C(OCC2C3C=CC=CC=3C3C2=CC=CC=3)=O)[CH2:14][CH2:15][CH2:16][CH2:17][O:18][CH2:19][C:20]2[CH:25]=[CH:24][CH:23]=[CH:22][CH:21]=2)[CH2:8][CH2:7]1)=[O:5])[CH3:2].N1CCOCC1. Given the product [CH2:1]([O:3][C:4]([N:6]1[CH2:11][CH2:10][N:9]([C:12](=[O:44])[C@@H:13]([NH2:26])[CH2:14][CH2:15][CH2:16][CH2:17][O:18][CH2:19][C:20]2[CH:25]=[CH:24][CH:23]=[CH:22][CH:21]=2)[CH2:8][CH2:7]1)=[O:5])[CH3:2], predict the reactants needed to synthesize it. (2) Given the product [Br:43][C:32]1[C:33]([NH:35][CH2:36][CH2:37][C:38]2[NH:39][CH:40]=[N:41][CH:42]=2)=[N:34][C:29]([NH:28][C:25]2[CH:24]=[CH:23][C:22]([NH:21][C:9](=[O:11])[C:8]3[CH:12]=[CH:13][C:5]([S:2]([CH3:1])(=[O:3])=[O:4])=[C:6]([N+:14]([O-:16])=[O:15])[CH:7]=3)=[CH:27][CH:26]=2)=[N:30][CH:31]=1, predict the reactants needed to synthesize it. The reactants are: [CH3:1][S:2]([C:5]1[CH:13]=[CH:12][C:8]([C:9]([OH:11])=O)=[CH:7][C:6]=1[N+:14]([O-:16])=[O:15])(=[O:4])=[O:3].S(Cl)(Cl)=O.[NH2:21][C:22]1[CH:27]=[CH:26][C:25]([NH:28][C:29]2[N:34]=[C:33]([NH:35][CH2:36][CH2:37][C:38]3[NH:39][CH:40]=[N:41][CH:42]=3)[C:32]([Br:43])=[CH:31][N:30]=2)=[CH:24][CH:23]=1.